Dataset: Forward reaction prediction with 1.9M reactions from USPTO patents (1976-2016). Task: Predict the product of the given reaction. Given the reactants [C:1]([C:5]1[N:9]=[C:8]([C:10]2[CH:15]=[C:14]([O:16][CH2:17][C@@H:18]3[CH2:22][CH2:21][CH2:20][N:19]3C(OC(C)(C)C)=O)[C:13]([CH:30]3[CH2:32][CH2:31]3)=[CH:12][N:11]=2)[O:7][N:6]=1)([CH3:4])([CH3:3])[CH3:2].O1CCOCC1, predict the reaction product. The product is: [C:1]([C:5]1[N:9]=[C:8]([C:10]2[CH:15]=[C:14]([O:16][CH2:17][C@@H:18]3[CH2:22][CH2:21][CH2:20][NH:19]3)[C:13]([CH:30]3[CH2:31][CH2:32]3)=[CH:12][N:11]=2)[O:7][N:6]=1)([CH3:4])([CH3:2])[CH3:3].